From a dataset of Catalyst prediction with 721,799 reactions and 888 catalyst types from USPTO. Predict which catalyst facilitates the given reaction. (1) Reactant: [C:1]([O:5][C:6]([NH:8][CH2:9][C:10]1([C:17]([OH:19])=O)[CH2:12][CH:11]1[CH2:13][CH:14]([CH3:16])[CH3:15])=[O:7])([CH3:4])([CH3:3])[CH3:2].C1C=CC2N(O)N=[N:26]C=2C=1.CN1CCOCC1.C(Cl)CCl. Product: [C:1]([O:5][C:6](=[O:7])[NH:8][CH2:9][C:10]1([C:17](=[O:19])[NH2:26])[CH2:12][CH:11]1[CH2:13][CH:14]([CH3:16])[CH3:15])([CH3:4])([CH3:3])[CH3:2]. The catalyst class is: 1. (2) Reactant: [F:1][C:2]1[CH:12]=[CH:11][C:5]([O:6][CH2:7][C:8]([OH:10])=O)=[CH:4][CH:3]=1.[NH2:13][C:14]1[N:22]=[CH:21][CH:20]=[CH:19][C:15]=1C(N)=O.C1CN([P+](ON2N=[N:47][C:42]3C=CC=CC2=3)(N2CCCC2)N2CCCC2)CC1.F[P-](F)(F)(F)(F)F.C[OH:57]. Product: [F:1][C:2]1[CH:3]=[CH:4][C:5]([O:6][CH2:7][C:8]([NH:13][C:14]2[CH:15]=[C:19]([CH:20]=[CH:21][N:22]=2)[C:42]([NH2:47])=[O:57])=[O:10])=[CH:11][CH:12]=1. The catalyst class is: 241.